Dataset: Full USPTO retrosynthesis dataset with 1.9M reactions from patents (1976-2016). Task: Predict the reactants needed to synthesize the given product. (1) Given the product [F:1][C:2]1[CH:3]=[C:4]([OH:30])[CH:5]=[C:6]2[C:11]=1[C:10](=[O:12])[N:9]([C:13]([O:15][C:16]([CH3:19])([CH3:18])[CH3:17])=[O:14])[CH2:8][CH2:7]2, predict the reactants needed to synthesize it. The reactants are: [F:1][C:2]1[CH:3]=[C:4](B2OC(C)(C)C(C)(C)O2)[CH:5]=[C:6]2[C:11]=1[C:10](=[O:12])[N:9]([C:13]([O:15][C:16]([CH3:19])([CH3:18])[CH3:17])=[O:14])[CH2:8][CH2:7]2.B(O[O-])=[O:30].[Na+]. (2) Given the product [Ca+2:21].[S:2]([C:6]1[CH:7]=[C:8]([C:15]([O-:17])=[O:16])[CH:9]=[C:10]([CH:14]=1)[C:11]([O-:13])=[O:12])([OH:5])(=[O:4])=[O:3], predict the reactants needed to synthesize it. The reactants are: [Na+].[S:2]([C:6]1[CH:7]=[C:8]([C:15]([O-:17])=[O:16])[CH:9]=[C:10]([CH:14]=1)[C:11]([O-:13])=[O:12])([OH:5])(=[O:4])=[O:3].[Na+].[Na].[Cl-].[Ca+2:21].[Cl-]. (3) Given the product [F:15][C:16]([F:28])([F:29])[CH2:17][O:18][C:19]1[CH:24]=[C:23]([C:2]2[CH:3]=[N:4][CH:5]=[C:6]3[C:11]=2[N:10]=[C:9]([C:12]([NH2:14])=[O:13])[CH:8]=[CH:7]3)[CH:22]=[CH:21][CH:20]=1, predict the reactants needed to synthesize it. The reactants are: Br[C:2]1[CH:3]=[N:4][CH:5]=[C:6]2[C:11]=1[N:10]=[C:9]([C:12]([NH2:14])=[O:13])[CH:8]=[CH:7]2.[F:15][C:16]([F:29])([F:28])[CH2:17][O:18][C:19]1[CH:20]=[C:21](B(O)O)[CH:22]=[CH:23][CH:24]=1. (4) Given the product [C:1]1([S:11]([N:14]2[C:22]3[C:17](=[C:18]([N:23]4[CH2:30][CH2:29][NH:28][CH2:27][CH2:26]4)[CH:19]=[CH:20][CH:21]=3)[CH:16]=[CH:15]2)(=[O:12])=[O:13])[C:10]2[C:5](=[CH:6][CH:7]=[CH:8][CH:9]=2)[CH:4]=[CH:3][CH:2]=1, predict the reactants needed to synthesize it. The reactants are: [C:1]1([S:11]([N:14]2[C:22]3[C:17](=[C:18]([NH2:23])[CH:19]=[CH:20][CH:21]=3)[CH:16]=[CH:15]2)(=[O:13])=[O:12])[C:10]2[C:5](=[CH:6][CH:7]=[CH:8][CH:9]=2)[CH:4]=[CH:3][CH:2]=1.Cl.Cl[CH2:26][CH2:27][NH:28][CH2:29][CH2:30]Cl.C(N(C(C)C)CC)(C)C. (5) Given the product [F:23][CH:2]([F:1])[O:3][C:4]1[C:5]([O:22][CH2:31][C:32]2([CH2:36][O:37][CH3:38])[CH2:35][O:34][CH2:33]2)=[C:6]([C:12]2[CH:13]=[C:14]3[C:18](=[CH:19][CH:20]=2)[C:17](=[O:21])[O:16][CH2:15]3)[CH:7]=[CH:8][C:9]=1[O:10][CH3:11], predict the reactants needed to synthesize it. The reactants are: [F:1][CH:2]([F:23])[O:3][C:4]1[C:5]([OH:22])=[C:6]([C:12]2[CH:13]=[C:14]3[C:18](=[CH:19][CH:20]=2)[C:17](=[O:21])[O:16][CH2:15]3)[CH:7]=[CH:8][C:9]=1[O:10][CH3:11].C(=O)([O-])[O-].[K+].[K+].Br[CH2:31][C:32]1([CH2:36][O:37][CH3:38])[CH2:35][O:34][CH2:33]1. (6) Given the product [Cl:6][C:7]1[C:8]([CH3:40])=[CH:9][C:10]([O:11][CH2:12][CH2:13][CH2:14][C:15]2[C:23]3[C:18](=[C:19]([C:24]4[CH:29]=[CH:28][N:27]=[CH:26][C:25]=4[CH3:30])[CH:20]=[CH:21][CH:22]=3)[N:17]([CH2:31][CH2:32][C:33]([NH:5][S:2]([CH3:1])(=[O:4])=[O:3])=[O:34])[C:16]=2[CH3:36])=[CH:37][C:38]=1[CH3:39], predict the reactants needed to synthesize it. The reactants are: [CH3:1][S:2]([NH2:5])(=[O:4])=[O:3].[Cl:6][C:7]1[C:38]([CH3:39])=[CH:37][C:10]([O:11][CH2:12][CH2:13][CH2:14][C:15]2[C:23]3[C:18](=[C:19]([C:24]4[CH:29]=[CH:28][N:27]=[CH:26][C:25]=4[CH3:30])[CH:20]=[CH:21][CH:22]=3)[N:17]([CH2:31][CH2:32][C:33](O)=[O:34])[C:16]=2[CH3:36])=[CH:9][C:8]=1[CH3:40]. (7) Given the product [ClH:8].[NH2:1][C:2]1[N:7]=[C:6]([NH:9][C:10]2[CH:11]=[C:12]([S:16]([NH2:19])(=[O:17])=[O:18])[CH:13]=[CH:14][CH:15]=2)[CH:5]=[CH:4][N:3]=1, predict the reactants needed to synthesize it. The reactants are: [NH2:1][C:2]1[N:7]=[C:6]([Cl:8])[CH:5]=[CH:4][N:3]=1.[NH2:9][C:10]1[CH:11]=[C:12]([S:16]([NH2:19])(=[O:18])=[O:17])[CH:13]=[CH:14][CH:15]=1.Cl.